This data is from Reaction yield outcomes from USPTO patents with 853,638 reactions. The task is: Predict the reaction yield, written as a fraction of the theoretical maximum amount of product (1.0 means a 100% yield; for example, 0.34 means a 34% yield). (1) The reactants are [N:1]1[C:8]([Cl:9])=[N:7][C:5](Cl)=[N:4][C:2]=1[Cl:3].[Cl:10][C:11]1[CH:16]=[CH:15][C:14]([CH2:17][CH2:18][CH2:19][NH:20][CH3:21])=[CH:13][CH:12]=1. The catalyst is C(Cl)Cl. The product is [Cl:9][C:8]1[N:1]=[C:2]([Cl:3])[N:4]=[C:5]([N:20]([CH2:19][CH2:18][CH2:17][C:14]2[CH:13]=[CH:12][C:11]([Cl:10])=[CH:16][CH:15]=2)[CH3:21])[N:7]=1. The yield is 0.890. (2) The reactants are [ClH:1].CO[C:4](=O)[CH:5]([NH2:11])[CH2:6][CH2:7][CH2:8][C:9]#[CH:10].[N:13]#[C:14][NH2:15]. No catalyst specified. The product is [ClH:1].[CH2:6]([C:5]1[N:11]=[C:14]([NH2:15])[NH:13][CH:4]=1)[CH2:7][CH2:8][C:9]#[CH:10]. The yield is 0.900. (3) The reactants are [NH:1]1[CH:5]=[C:4]([C:6]2[CH:35]=[CH:34][C:9]3[N:10]([C:13]4[CH:14]=[C:15]([NH:27][S:28]([CH:31]5[CH2:33][CH2:32]5)(=[O:30])=[O:29])[CH:16]=[C:17]([C:19]5[CH:24]=[CH:23][C:22]([F:25])=[CH:21][C:20]=5[F:26])[CH:18]=4)[CH:11]=[N:12][C:8]=3[CH:7]=2)[CH:3]=[N:2]1.[C:36](Cl)(=[O:38])[CH3:37]. The catalyst is C(Cl)Cl. The product is [C:36]([N:1]1[CH:5]=[C:4]([C:6]2[CH:35]=[CH:34][C:9]3[N:10]([C:13]4[CH:14]=[C:15]([NH:27][S:28]([CH:31]5[CH2:32][CH2:33]5)(=[O:29])=[O:30])[CH:16]=[C:17]([C:19]5[CH:24]=[CH:23][C:22]([F:25])=[CH:21][C:20]=5[F:26])[CH:18]=4)[CH:11]=[N:12][C:8]=3[CH:7]=2)[CH:3]=[N:2]1)(=[O:38])[CH3:37]. The yield is 0.740.